Dataset: Reaction yield outcomes from USPTO patents with 853,638 reactions. Task: Predict the reaction yield, written as a fraction of the theoretical maximum amount of product (1.0 means a 100% yield; for example, 0.34 means a 34% yield). (1) The reactants are [C:1]([C:9]1[C:21](=[O:22])[N:20]([CH:23]2[CH2:27][CH2:26][CH2:25][CH2:24]2)[C:12]2[N:13]=[C:14](S(C)=O)[N:15]=[CH:16][C:11]=2[CH:10]=1)(=[O:8])[C:2]1[CH:7]=[CH:6][CH:5]=[CH:4][CH:3]=1.[C:28]([O:32][C:33]([N:35]1[CH2:40][CH2:39][N:38]([C:41]2[CH:46]=[CH:45][C:44]([NH2:47])=[CH:43][CH:42]=2)[CH2:37][CH2:36]1)=[O:34])([CH3:31])([CH3:30])[CH3:29]. The catalyst is CS(C)=O. The product is [C:28]([O:32][C:33]([N:35]1[CH2:40][CH2:39][N:38]([C:41]2[CH:42]=[CH:43][C:44]([NH:47][C:14]3[N:15]=[CH:16][C:11]4[CH:10]=[C:9]([C:1](=[O:8])[C:2]5[CH:7]=[CH:6][CH:5]=[CH:4][CH:3]=5)[C:21](=[O:22])[N:20]([CH:23]5[CH2:27][CH2:26][CH2:25][CH2:24]5)[C:12]=4[N:13]=3)=[CH:45][CH:46]=2)[CH2:37][CH2:36]1)=[O:34])([CH3:31])([CH3:29])[CH3:30]. The yield is 0.820. (2) The reactants are [OH:1][N:2]=[C:3](Cl)[C:4]1[C:8]([NH:9][CH2:10][CH2:11][O:12][CH3:13])=[N:7][O:6][N:5]=1.[NH2:15][C:16]1[CH:17]=[CH:18][C:19]([F:24])=[C:20]([CH:23]=1)[C:21]#[N:22]. No catalyst specified. The product is [C:21]([C:20]1[CH:23]=[C:16]([NH:15][C:3]([C:4]2[C:8]([NH:9][CH2:10][CH2:11][O:12][CH3:13])=[N:7][O:6][N:5]=2)=[N:2][OH:1])[CH:17]=[CH:18][C:19]=1[F:24])#[N:22]. The yield is 1.00. (3) The reactants are [Cl:1][C:2]1[N:7]=[C:6]([N:8]2C(=O)C3C(=CC=CC=3)C2=O)[CH:5]=[C:4]([CH3:19])[C:3]=1[CH3:20]. The catalyst is N.CO.O. The product is [Cl:1][C:2]1[N:7]=[C:6]([NH2:8])[CH:5]=[C:4]([CH3:19])[C:3]=1[CH3:20]. The yield is 0.460. (4) The reactants are [CH2:1]([N:4]([CH2:16][CH:17]=[CH2:18])[C:5]1[C:6]2[S:14][CH:13]=[C:12]([CH3:15])[C:7]=2[N:8]=[C:9]([Cl:11])[N:10]=1)[CH:2]=[CH2:3].[CH2:19]([NH2:22])[CH:20]=[CH2:21].C(=O)([O-])O.[Na+]. No catalyst specified. The product is [ClH:11].[CH2:19]([NH:22][C:9]1[N:10]=[C:5]([N:4]([CH2:16][CH:17]=[CH2:18])[CH2:1][CH:2]=[CH2:3])[C:6]2[S:14][CH:13]=[C:12]([CH3:15])[C:7]=2[N:8]=1)[CH:20]=[CH2:21]. The yield is 0.770. (5) The reactants are [OH:1][C:2]1[CH:3]=[N:4][CH:5]=[CH:6][CH:7]=1.[H-].[Na+].Br[CH2:11][CH2:12][Cl:13].[Na+].[Cl-]. The catalyst is CN(C)C=O.O. The product is [Cl:13][CH2:12][CH2:11][O:1][C:2]1[CH:3]=[N:4][CH:5]=[CH:6][CH:7]=1. The yield is 0.661. (6) The reactants are [Br:1][C:2]1[CH:3]=[CH:4][C:5](=[O:8])[NH:6][CH:7]=1.[H-].[Na+].Br[CH2:12][C:13]([O:15][CH2:16][CH3:17])=[O:14]. The catalyst is CN(C=O)C. The product is [Br:1][C:2]1[CH:3]=[CH:4][C:5](=[O:8])[N:6]([CH2:12][C:13]([O:15][CH2:16][CH3:17])=[O:14])[CH:7]=1. The yield is 0.600.